This data is from Peptide-MHC class II binding affinity with 134,281 pairs from IEDB. The task is: Regression. Given a peptide amino acid sequence and an MHC pseudo amino acid sequence, predict their binding affinity value. This is MHC class II binding data. (1) The MHC is DRB1_1602 with pseudo-sequence DRB1_1602. The binding affinity (normalized) is 0.187. The peptide sequence is LHFSEALHIIAGTPE. (2) The peptide sequence is AFKVAATAMNAAPAN. The MHC is DRB1_0802 with pseudo-sequence DRB1_0802. The binding affinity (normalized) is 0.674. (3) The peptide sequence is SNGTGNIVSSVNMVSRL. The MHC is DRB1_0901 with pseudo-sequence DRB1_0901. The binding affinity (normalized) is 0.648. (4) The peptide sequence is TKCYKLEHPVTGCGERTE. The MHC is DRB3_0101 with pseudo-sequence DRB3_0101. The binding affinity (normalized) is 0. (5) The peptide sequence is AYGIPKVPPGPNITA. The MHC is HLA-DQA10301-DQB10302 with pseudo-sequence HLA-DQA10301-DQB10302. The binding affinity (normalized) is 0.0242. (6) The binding affinity (normalized) is 0.493. The MHC is DRB3_0101 with pseudo-sequence DRB3_0101. The peptide sequence is AETCPIFYDVFFAVA. (7) The peptide sequence is KKDMQSEAQLALTIISL. The MHC is DRB1_0901 with pseudo-sequence DRB1_0901. The binding affinity (normalized) is 0.611.